This data is from NCI-60 drug combinations with 297,098 pairs across 59 cell lines. The task is: Regression. Given two drug SMILES strings and cell line genomic features, predict the synergy score measuring deviation from expected non-interaction effect. (1) Synergy scores: CSS=4.67, Synergy_ZIP=-2.33, Synergy_Bliss=-0.843, Synergy_Loewe=-1.53, Synergy_HSA=-0.304. Drug 2: CC(C)NC(=O)C1=CC=C(C=C1)CNNC.Cl. Cell line: OVCAR-4. Drug 1: COC1=CC(=CC(=C1O)OC)C2C3C(COC3=O)C(C4=CC5=C(C=C24)OCO5)OC6C(C(C7C(O6)COC(O7)C8=CC=CS8)O)O. (2) Drug 1: C1CCN(CC1)CCOC2=CC=C(C=C2)C(=O)C3=C(SC4=C3C=CC(=C4)O)C5=CC=C(C=C5)O. Synergy scores: CSS=4.31, Synergy_ZIP=2.87, Synergy_Bliss=-2.11, Synergy_Loewe=-1.63, Synergy_HSA=-1.37. Drug 2: C1CCC(C(C1)N)N.C(=O)(C(=O)[O-])[O-].[Pt+4]. Cell line: EKVX. (3) Drug 1: CNC(=O)C1=CC=CC=C1SC2=CC3=C(C=C2)C(=NN3)C=CC4=CC=CC=N4. Drug 2: C1=CN(C=N1)CC(O)(P(=O)(O)O)P(=O)(O)O. Cell line: HCC-2998. Synergy scores: CSS=5.05, Synergy_ZIP=-2.31, Synergy_Bliss=-2.39, Synergy_Loewe=-3.02, Synergy_HSA=-2.42.